Dataset: Full USPTO retrosynthesis dataset with 1.9M reactions from patents (1976-2016). Task: Predict the reactants needed to synthesize the given product. (1) The reactants are: [NH2:1][C:2]1[CH:7]=[CH:6][N:5]([CH2:8][CH:9]([F:32])[CH2:10][CH2:11][N:12]2[CH:16]=[C:15]([C:17]([NH:19][CH2:20][C:21]3[CH:26]=[CH:25][CH:24]=[C:23]([O:27][C:28]([F:31])([F:30])[F:29])[CH:22]=3)=[O:18])[N:14]=[N:13]2)[C:4](=[O:33])[C:3]=1[F:34].N1C=CC=CC=1.C(P1(=O)OP(CCC)(=O)OP(CCC)(=O)O1)CC.[C:59]([O:63][C:64]([N:66]1[CH2:71][CH2:70][CH:69]([CH2:72][C:73](O)=[O:74])[CH2:68][CH2:67]1)=[O:65])([CH3:62])([CH3:61])[CH3:60]. Given the product [F:34][C:3]1[C:4](=[O:33])[N:5]([CH2:8][CH:9]([F:32])[CH2:10][CH2:11][N:12]2[CH:16]=[C:15]([C:17](=[O:18])[NH:19][CH2:20][C:21]3[CH:26]=[CH:25][CH:24]=[C:23]([O:27][C:28]([F:29])([F:30])[F:31])[CH:22]=3)[N:14]=[N:13]2)[CH:6]=[CH:7][C:2]=1[NH:1][C:73](=[O:74])[CH2:72][CH:69]1[CH2:70][CH2:71][N:66]([C:64]([O:63][C:59]([CH3:61])([CH3:60])[CH3:62])=[O:65])[CH2:67][CH2:68]1, predict the reactants needed to synthesize it. (2) Given the product [CH2:2]([N+:18]1[CH:19]=[CH:20][CH:21]=[CH:22][CH:23]=1)[CH2:3][CH2:4][CH2:5][CH2:6][CH2:7][CH2:8][CH2:9][CH2:10][CH2:11][CH2:12][CH2:13][CH2:14][CH2:15][CH2:16][CH3:17].[CH3:24][CH2:25][N:26]1[C:32](=[O:33])[C:30](=[O:31])[N:29]([C:34]([NH:36][C@@H:37]([C:44]([NH:46][C@@H:47]2[C:50](=[O:51])[N:49]3[C@@H:52]([C:57]([OH:59])=[O:58])[C:53]([CH3:55])([CH3:56])[S:54][C@H:48]23)=[O:45])[C:38]2[CH:39]=[CH:40][CH:41]=[CH:42][CH:43]=2)=[O:35])[CH2:28][CH2:27]1, predict the reactants needed to synthesize it. The reactants are: [Cl-].[CH2:2]([N+:18]1[CH:23]=[CH:22][CH:21]=[CH:20][CH:19]=1)[CH2:3][CH2:4][CH2:5][CH2:6][CH2:7][CH2:8][CH2:9][CH2:10][CH2:11][CH2:12][CH2:13][CH2:14][CH2:15][CH2:16][CH3:17].[CH3:24][CH2:25][N:26]1[C:32](=[O:33])[C:30](=[O:31])[N:29]([C:34]([NH:36][C@@H:37]([C:44]([NH:46][C@@H:47]2[C:50](=[O:51])[N:49]3[C@@H:52]([C:57]([O-:59])=[O:58])[C:53]([CH3:56])([CH3:55])[S:54][C@H:48]23)=[O:45])[C:38]2[CH:43]=[CH:42][CH:41]=[CH:40][CH:39]=2)=[O:35])[CH2:28][CH2:27]1.[Na+].C(Cl)(Cl)Cl.